From a dataset of Forward reaction prediction with 1.9M reactions from USPTO patents (1976-2016). Predict the product of the given reaction. (1) The product is: [ClH:33].[ClH:33].[CH2:12]([C:19]1([N:26]([CH3:27])[CH3:28])[CH2:24][CH2:23][CH:22]([NH:11][CH2:10][C:3]2[C:4]3[C:9](=[CH:8][CH:7]=[CH:6][CH:5]=3)[NH:1][CH:2]=2)[CH2:21][CH2:20]1)[C:13]1[CH:18]=[CH:17][CH:16]=[CH:15][CH:14]=1. Given the reactants [NH:1]1[C:9]2[C:4](=[CH:5][CH:6]=[CH:7][CH:8]=2)[C:3]([CH2:10][NH2:11])=[CH:2]1.[CH2:12]([C:19]1([N:26]([CH3:28])[CH3:27])[CH2:24][CH2:23][C:22](=O)[CH2:21][CH2:20]1)[C:13]1[CH:18]=[CH:17][CH:16]=[CH:15][CH:14]=1.C(O)(=O)C.[ClH:33], predict the reaction product. (2) Given the reactants [C:1]([O:5][C:6]([N:8]1[C@@H:12]([CH2:13][C@@H:14]([OH:19])[C:15]([F:18])([F:17])[F:16])[CH2:11][O:10][C:9]1([CH3:21])[CH3:20])=[O:7])([CH3:4])([CH3:3])[CH3:2].F[C:23]1[CH:28]=[CH:27][C:26]([N+:29]([O-:31])=[O:30])=[CH:25][CH:24]=1.C[Si]([N-][Si](C)(C)C)(C)C.[K+], predict the reaction product. The product is: [C:1]([O:5][C:6]([N:8]1[C@@H:12]([CH2:13][C@@H:14]([O:19][C:23]2[CH:28]=[CH:27][C:26]([N+:29]([O-:31])=[O:30])=[CH:25][CH:24]=2)[C:15]([F:18])([F:16])[F:17])[CH2:11][O:10][C:9]1([CH3:21])[CH3:20])=[O:7])([CH3:4])([CH3:2])[CH3:3]. (3) The product is: [Cl:1][C:2]1[CH:7]=[C:6]([O:8][C:9]2[C:18]3[C:13](=[CH:14][C:15]([O:21][CH2:46][CH2:47][N:48]4[CH:52]=[CH:51][N:50]=[N:49]4)=[C:16]([O:19][CH3:20])[CH:17]=3)[N:12]=[CH:11][CH:10]=2)[CH:5]=[CH:4][C:3]=1[NH:22][C:23]([NH:25][CH2:26][CH2:27][CH3:28])=[O:24]. Given the reactants [Cl:1][C:2]1[CH:7]=[C:6]([O:8][C:9]2[C:18]3[C:13](=[CH:14][C:15]([OH:21])=[C:16]([O:19][CH3:20])[CH:17]=3)[N:12]=[CH:11][CH:10]=2)[CH:5]=[CH:4][C:3]=1[NH:22][C:23]([NH:25][CH2:26][CH2:27][CH3:28])=[O:24].C(=O)([O-])[O-].[K+].[K+].CC1C=CC(S(O[CH2:46][CH2:47][N:48]2[CH:52]=[CH:51][N:50]=[N:49]2)(=O)=O)=CC=1.O, predict the reaction product. (4) Given the reactants [CH2:1]([O:3][C:4](=[O:26])[NH:5][C:6]1[N:15]([CH2:16][C:17]2[CH:22]=[CH:21][C:20]([OH:23])=[C:19]([O:24][CH3:25])[CH:18]=2)[C:9]2=[N:10][CH:11]=[C:12]([I:14])[CH:13]=[C:8]2[N:7]=1)[CH3:2].[OH-].[Na+].CC1C=CC(S(O[CH2:40][C:41]2[CH:46]=[CH:45][C:44]([C:47]([F:53])([F:52])[C:48]([F:51])([F:50])[F:49])=[CH:43][CH:42]=2)(=O)=O)=CC=1, predict the reaction product. The product is: [CH2:1]([O:3][C:4](=[O:26])[NH:5][C:6]1[N:15]([CH2:16][C:17]2[CH:22]=[CH:21][C:20]([O:23][CH2:40][C:41]3[CH:42]=[CH:43][C:44]([C:47]([F:52])([F:53])[C:48]([F:49])([F:50])[F:51])=[CH:45][CH:46]=3)=[C:19]([O:24][CH3:25])[CH:18]=2)[C:9]2=[N:10][CH:11]=[C:12]([I:14])[CH:13]=[C:8]2[N:7]=1)[CH3:2]. (5) The product is: [CH:63]1([NH:66][CH:67]=[C:11]([C:10](=[O:62])[C:3]2[CH:4]=[C:5]([F:9])[C:6]([F:8])=[CH:7][C:2]=2[F:1])[C:12]([O:14][CH2:15][C:16]2[CH:21]=[CH:20][C:19]([O:22][CH2:23][CH2:24][CH2:25][CH2:26][CH2:27][CH2:28][CH2:29][CH2:30][CH2:31][CH2:32][CH:33]3[C:45]4[C:40](=[C:41]5[CH:53]=[CH:52][CH:51]=[CH:50][C:42]5=[C:43]5[CH:49]=[CH:48][CH:47]=[CH:46][C:44]5=4)[C:39]4[C:34]3=[C:35]3[CH:61]=[CH:60][CH:59]=[CH:58][C:36]3=[C:37]3[CH:57]=[CH:56][CH:55]=[CH:54][C:38]3=4)=[CH:18][CH:17]=2)=[O:13])[CH2:65][CH2:64]1. Given the reactants [F:1][C:2]1[CH:7]=[C:6]([F:8])[C:5]([F:9])=[CH:4][C:3]=1[C:10](=[O:62])[CH2:11][C:12]([O:14][CH2:15][C:16]1[CH:21]=[CH:20][C:19]([O:22][CH2:23][CH2:24][CH2:25][CH2:26][CH2:27][CH2:28][CH2:29][CH2:30][CH2:31][CH2:32][CH:33]2[C:45]3[C:40](=[C:41]4[CH:53]=[CH:52][CH:51]=[CH:50][C:42]4=[C:43]4[CH:49]=[CH:48][CH:47]=[CH:46][C:44]4=3)[C:39]3[C:34]2=[C:35]2[CH:61]=[CH:60][CH:59]=[CH:58][C:36]2=[C:37]2[CH:57]=[CH:56][CH:55]=[CH:54][C:38]2=3)=[CH:18][CH:17]=1)=[O:13].[CH:63]1([NH2:66])[CH2:65][CH2:64]1.[CH2:67]1COCC1, predict the reaction product.